Task: Predict which catalyst facilitates the given reaction.. Dataset: Catalyst prediction with 721,799 reactions and 888 catalyst types from USPTO (1) Reactant: Cl[C:2]1[C:11]([N:12]([CH3:16])[CH:13]([CH3:15])[CH3:14])=[N:10][C:9]2[C:4](=[CH:5][CH:6]=[C:7]([C:17]([O:19][CH3:20])=[O:18])[CH:8]=2)[N:3]=1.CC1(C)C(C)(C)OB([C:29]2[CH:30]=[CH:31][C:32]3[O:36][CH:35]=[C:34]([CH3:37])[C:33]=3[CH:38]=2)O1.[O-]P([O-])([O-])=O.[K+].[K+].[K+]. Product: [CH3:16][N:12]([CH:13]([CH3:15])[CH3:14])[C:11]1[C:2]([C:29]2[CH:30]=[CH:31][C:32]3[O:36][CH:35]=[C:34]([CH3:37])[C:33]=3[CH:38]=2)=[N:3][C:4]2[C:9]([N:10]=1)=[CH:8][C:7]([C:17]([O:19][CH3:20])=[O:18])=[CH:6][CH:5]=2. The catalyst class is: 70. (2) Reactant: [Cl:1][C:2]1[CH:7]=[CH:6][CH:5]=[CH:4][C:3]=1[C:8]1[C:12]([C:13]2[N:14]([CH2:18][O:19][CH2:20][CH2:21][Si:22]([CH3:25])([CH3:24])[CH3:23])[CH:15]=[CH:16][N:17]=2)=[CH:11][N:10]([C:26]2[C:31]([CH3:32])=[CH:30][N:29]=[C:28](F)[CH:27]=2)[N:9]=1.[CH3:34][O:35][C:36]1[CH:41]=[C:40]([O:42][CH3:43])[CH:39]=[CH:38][C:37]=1[CH2:44][NH2:45].CCN(C(C)C)C(C)C. Product: [Cl:1][C:2]1[CH:7]=[CH:6][CH:5]=[CH:4][C:3]=1[C:8]1[C:12]([C:13]2[N:14]([CH2:18][O:19][CH2:20][CH2:21][Si:22]([CH3:25])([CH3:24])[CH3:23])[CH:15]=[CH:16][N:17]=2)=[CH:11][N:10]([C:26]2[C:31]([CH3:32])=[CH:30][N:29]=[C:28]([NH:45][CH2:44][C:37]3[CH:38]=[CH:39][C:40]([O:42][CH3:43])=[CH:41][C:36]=3[O:35][CH3:34])[CH:27]=2)[N:9]=1. The catalyst class is: 51.